From a dataset of Full USPTO retrosynthesis dataset with 1.9M reactions from patents (1976-2016). Predict the reactants needed to synthesize the given product. (1) Given the product [Cl:1][C:2]1[C:3]([NH:25][C:26]2[CH:30]=[C:29]([CH:31]3[CH2:33][CH2:32]3)[NH:28][N:27]=2)=[N:4][C:5]([C:8]2[S:12][C:11]([S:13]([NH:16][NH2:17])(=[O:14])=[O:15])=[CH:10][CH:9]=2)=[N:6][CH:7]=1, predict the reactants needed to synthesize it. The reactants are: [Cl:1][C:2]1[C:3]([NH:25][C:26]2[CH:30]=[C:29]([CH:31]3[CH2:33][CH2:32]3)[NH:28][N:27]=2)=[N:4][C:5]([C:8]2[S:12][C:11]([S:13]([NH:16][NH:17]C(OC(C)(C)C)=O)(=[O:15])=[O:14])=[CH:10][CH:9]=2)=[N:6][CH:7]=1. (2) Given the product [CH3:20][O:21][C:22]1[CH:27]=[CH:26][C:25]([CH2:28][C:29]([C:38]2[S:37][C:36]([C:39]3[CH:40]=[CH:41][C:42]([C:45]([F:46])([F:48])[F:47])=[CH:43][CH:44]=3)=[CH:35][C:34]=2[CH3:33])=[O:31])=[CH:24][C:23]=1[CH3:32], predict the reactants needed to synthesize it. The reactants are: CS(O)(=O)=O.O=P12OP3(OP(OP(O3)(O1)=O)(=O)O2)=O.[CH3:20][O:21][C:22]1[CH:27]=[CH:26][C:25]([CH2:28][C:29]([OH:31])=O)=[CH:24][C:23]=1[CH3:32].[CH3:33][C:34]1[CH:35]=[C:36]([C:39]2[CH:44]=[CH:43][C:42]([C:45]([F:48])([F:47])[F:46])=[CH:41][CH:40]=2)[S:37][CH:38]=1.C([O-])(O)=O.[Na+]. (3) Given the product [NH2:1][C:2]1[N:3]=[C:4]([NH:10][C:11]2[CH:18]=[CH:17][C:14]([C:15]#[N:16])=[CH:13][CH:12]=2)[CH:5]=[C:6]([Cl:8])[N:7]=1, predict the reactants needed to synthesize it. The reactants are: [NH2:1][C:2]1[N:7]=[C:6]([Cl:8])[CH:5]=[C:4](Cl)[N:3]=1.[NH2:10][C:11]1[CH:18]=[CH:17][C:14]([C:15]#[N:16])=[CH:13][CH:12]=1.Cl. (4) Given the product [C:14]([C:15]1[CH:22]=[CH:21][C:18]([CH2:19][NH:20][C:4](=[O:6])[CH:3]([O:2][CH3:1])[C:7]2[CH:12]=[CH:11][CH:10]=[CH:9][N:8]=2)=[CH:17][CH:16]=1)#[N:13], predict the reactants needed to synthesize it. The reactants are: [CH3:1][O:2][CH:3]([C:7]1[CH:12]=[CH:11][CH:10]=[CH:9][N:8]=1)[C:4]([OH:6])=O.[NH2:13][CH2:14][C:15]1[CH:22]=[CH:21][C:18]([C:19]#[N:20])=[CH:17][CH:16]=1. (5) Given the product [C:1]([Cl:13])(=[O:9])[C:2]1[CH:7]=[CH:6][CH:5]=[CH:4][CH:3]=1, predict the reactants needed to synthesize it. The reactants are: [C:1]([OH:9])(=O)[C:2]1[CH:7]=[CH:6][CH:5]=[CH:4][CH:3]=1.C(Cl)(=O)C([Cl:13])=O. (6) Given the product [ClH:27].[F:26][C:23]1[CH:24]=[CH:25][C:20]([CH2:19][C:17]2[O:16][N:15]=[C:14]([C@H:10]3[CH2:11][CH2:12][CH2:13][NH:8][CH2:9]3)[N:18]=2)=[CH:21][CH:22]=1, predict the reactants needed to synthesize it. The reactants are: C(OC([N:8]1[CH2:13][CH2:12][CH2:11][C@H:10]([C:14]2[N:18]=[C:17]([CH2:19][C:20]3[CH:25]=[CH:24][C:23]([F:26])=[CH:22][CH:21]=3)[O:16][N:15]=2)[CH2:9]1)=O)(C)(C)C.[ClH:27]. (7) Given the product [CH3:14][O:10][C:9](=[O:11])[C:8]1[CH:12]=[CH:13][C:5]([C:1](=[O:4])[CH2:2][CH3:3])=[CH:6][CH:7]=1, predict the reactants needed to synthesize it. The reactants are: [C:1]([C:5]1[CH:13]=[CH:12][C:8]([C:9]([OH:11])=[O:10])=[CH:7][CH:6]=1)(=[O:4])[CH2:2][CH3:3].[C:14]([O-])(O)=O.[Na+].IC.